From a dataset of Forward reaction prediction with 1.9M reactions from USPTO patents (1976-2016). Predict the product of the given reaction. (1) Given the reactants [CH3:1][C:2]1[C:6]([C:7]2[C:8]([C:15]3[CH:20]=[CH:19][C:18]([O:21]C)=[CH:17][CH:16]=3)=[N:9][N:10]([CH3:14])[C:11]=2[CH:12]=[O:13])=[C:5]([CH3:23])[O:4][N:3]=1.[Li+].[BH4-].S(C)C, predict the reaction product. The product is: [CH3:1][C:2]1[C:6]([C:7]2[C:8]([C:15]3[CH:20]=[CH:19][C:18]([OH:21])=[CH:17][CH:16]=3)=[N:9][N:10]([CH3:14])[C:11]=2[CH2:12][OH:13])=[C:5]([CH3:23])[O:4][N:3]=1. (2) Given the reactants [C:1]([O:5][C:6]([N:8]1[CH2:13][CH2:12][NH:11][CH2:10][CH2:9]1)=[O:7])([CH3:4])([CH3:3])[CH3:2].[N+:14]([C:17]1[CH:25]=[CH:24][CH:23]=[CH:22][C:18]=1[C:19](Cl)=[O:20])([O-:16])=[O:15], predict the reaction product. The product is: [C:1]([O:5][C:6]([N:8]1[CH2:13][CH2:12][N:11]([C:19](=[O:20])[C:18]2[CH:22]=[CH:23][CH:24]=[CH:25][C:17]=2[N+:14]([O-:16])=[O:15])[CH2:10][CH2:9]1)=[O:7])([CH3:4])([CH3:2])[CH3:3]. (3) Given the reactants [OH:1][C:2]1[C:7](/[CH:8]=[CH:9]/C)=[C:6](O)[C:5](/[CH:12]=[CH:13]/[CH3:14])=[C:4](C)[C:3]=1[C:16](=[O:19])[CH2:17]C.[H-].[Na+].[C:22](Cl)(=[O:24])[CH3:23].O.O1C[CH2:30][CH2:29][CH2:28]1, predict the reaction product. The product is: [OH:24][C:22]1[C:5](/[CH:12]=[CH:13]/[CH3:14])=[C:6]2[C:7]([C:2](=[O:1])[C:3]([CH3:4])=[C:16]([CH3:17])[O:19]2)=[C:8]([CH3:9])[C:23]=1/[CH:28]=[CH:29]/[CH3:30]. (4) Given the reactants F[C:2]1[CH:11]=[C:10]2[C:5]([C:6](=[O:12])[NH:7][CH:8]=[N:9]2)=[CH:4][CH:3]=1.Cl.Cl.[Cl:15][C:16]1[CH:29]=[CH:28][C:19]([CH2:20][C:21]2([NH2:27])[CH2:26][CH2:25][NH:24][CH2:23][CH2:22]2)=[CH:18][CH:17]=1.[CH2:30](N(CC)CC)C, predict the reaction product. The product is: [NH2:27][C:21]1([CH2:20][C:19]2[CH:18]=[CH:17][C:16]([Cl:15])=[CH:29][CH:28]=2)[CH2:22][CH2:23][N:24]([C:2]2[CH:11]=[C:10]3[C:5]([C:6](=[O:12])[NH:7][C:8]([CH3:30])=[N:9]3)=[CH:4][CH:3]=2)[CH2:25][CH2:26]1. (5) Given the reactants [CH3:1][C:2]1[C:18]([N+:19]([O-])=O)=[CH:17][CH:16]=[CH:15][C:3]=1[CH2:4][C:5]1([C:8]([O:10][C:11]([CH3:14])([CH3:13])[CH3:12])=[O:9])[CH2:7][CH2:6]1, predict the reaction product. The product is: [NH2:19][C:18]1[C:2]([CH3:1])=[C:3]([CH:15]=[CH:16][CH:17]=1)[CH2:4][C:5]1([C:8]([O:10][C:11]([CH3:14])([CH3:13])[CH3:12])=[O:9])[CH2:7][CH2:6]1. (6) Given the reactants N1C=CC=N1.[CH3:6][O:7][C:8]1[CH:9]=[C:10]([CH:15]=[C:16]([CH3:18])[CH:17]=1)[C:11]([O:13]C)=O.[CH3:19][C:20]1[CH:25]=[CH:24][N:23]=[C:22]([S:26][CH3:27])[N:21]=1.C[Si](C)(C)[N-][Si](C)(C)C.[Li+], predict the reaction product. The product is: [CH3:6][O:7][C:8]1[CH:9]=[C:10]([C:11](=[O:13])[CH2:19][C:20]2[CH:25]=[CH:24][N:23]=[C:22]([S:26][CH3:27])[N:21]=2)[CH:15]=[C:16]([CH3:18])[CH:17]=1. (7) Given the reactants [N:1]1[N:2]([C:6]2[CH:38]=[CH:37][CH:36]=[CH:35][C:7]=2[C:8]([N:10]2[C@H:15]([CH3:16])[CH2:14][CH2:13][C@@H:12]([C:17]([NH:19][CH:20]([C:29]3[CH:34]=[CH:33][CH:32]=[CH:31][CH:30]=3)[CH:21]([OH:28])[C:22]3[CH:27]=[CH:26][CH:25]=[CH:24][CH:23]=3)=[O:18])[CH2:11]2)=[O:9])[N:3]=[CH:4][CH:5]=1.CC(OI1(OC(C)=O)(OC(C)=O)OC(=O)C2C=CC=CC1=2)=O.O, predict the reaction product. The product is: [N:1]1[N:2]([C:6]2[CH:38]=[CH:37][CH:36]=[CH:35][C:7]=2[C:8]([N:10]2[C@H:15]([CH3:16])[CH2:14][CH2:13][C@@H:12]([C:17]([NH:19][CH:20]([C:29]3[CH:34]=[CH:33][CH:32]=[CH:31][CH:30]=3)[C:21](=[O:28])[C:22]3[CH:23]=[CH:24][CH:25]=[CH:26][CH:27]=3)=[O:18])[CH2:11]2)=[O:9])[N:3]=[CH:4][CH:5]=1. (8) Given the reactants [NH2:1][CH2:2][C:3]([OH:5])=[O:4].[CH2:6]([C:8]1[CH:13]=[C:12]([C:14]2[N:18]=[C:17]([C:19]3[CH:20]=[N:21][C:22]([N:26]([CH:28]([CH3:30])[CH3:29])[CH3:27])=[C:23]([CH3:25])[CH:24]=3)[O:16][N:15]=2)[CH:11]=[C:10]([CH3:31])[C:9]=1[CH2:32][CH2:33][C:34](O)=[O:35])[CH3:7], predict the reaction product. The product is: [CH2:6]([C:8]1[CH:13]=[C:12]([C:14]2[N:18]=[C:17]([C:19]3[CH:20]=[N:21][C:22]([N:26]([CH:28]([CH3:29])[CH3:30])[CH3:27])=[C:23]([CH3:25])[CH:24]=3)[O:16][N:15]=2)[CH:11]=[C:10]([CH3:31])[C:9]=1[CH2:32][CH2:33][C:34]([NH:1][CH2:2][C:3]([OH:5])=[O:4])=[O:35])[CH3:7].